Dataset: Forward reaction prediction with 1.9M reactions from USPTO patents (1976-2016). Task: Predict the product of the given reaction. (1) Given the reactants CN(CC1CC(OC2C=CC(CN3CCCC3)=CC=2)C1)S(CC(F)(F)F)(=O)=O.[CH2:29]([N:36]([CH3:44])[C:37]([CH:39]1[CH2:42][C:41](=[O:43])[CH2:40]1)=O)[C:30]1[CH:35]=[CH:34][CH:33]=[CH:32][CH:31]=1.[H-].[H-].[H-].[H-].[Li+].[Al+3].[OH-].[Na+], predict the reaction product. The product is: [CH2:29]([N:36]([CH2:37][C@@H:39]1[CH2:40][C@H:41]([OH:43])[CH2:42]1)[CH3:44])[C:30]1[CH:35]=[CH:34][CH:33]=[CH:32][CH:31]=1. (2) Given the reactants [NH2:1][CH2:2][C@@H:3]([OH:32])[C@@H:4]([NH:12][C:13](=[O:31])[C:14]1[CH:30]=[CH:29][CH:28]=[C:16]([C:17]([N:19]([CH3:27])[CH2:20][C:21]2[S:22][CH:23]=[C:24]([CH3:26])[N:25]=2)=[O:18])[CH:15]=1)[CH2:5][C:6]1[CH:11]=[CH:10][CH:9]=[CH:8][CH:7]=1.[C:33]([O:36][C:37]1[CH:42]=[C:41]([CH:43]([CH3:45])[CH3:44])[CH:40]=[C:39]([CH:46]=O)[CH:38]=1)(=[O:35])[CH3:34].CC(O)=O.[BH-](OC(C)=O)(OC(C)=O)OC(C)=O.[Na+], predict the reaction product. The product is: [C:33]([O:36][C:37]1[CH:42]=[C:41]([CH:43]([CH3:44])[CH3:45])[CH:40]=[C:39]([CH2:46][NH:1][CH2:2][C@@H:3]([OH:32])[C@@H:4]([NH:12][C:13](=[O:31])[C:14]2[CH:30]=[CH:29][CH:28]=[C:16]([C:17](=[O:18])[N:19]([CH3:27])[CH2:20][C:21]3[S:22][CH:23]=[C:24]([CH3:26])[N:25]=3)[CH:15]=2)[CH2:5][C:6]2[CH:11]=[CH:10][CH:9]=[CH:8][CH:7]=2)[CH:38]=1)(=[O:35])[CH3:34]. (3) Given the reactants [NH2:1]/[C:2](/[C:9]([F:12])([F:11])[F:10])=[CH:3]\[C:4]([O:6]CC)=O.[H-].[Na+].[Cl:15][C:16]1[CH:34]=[C:33]([F:35])[C:32]([NH:36][C:37](OC)=[O:38])=[CH:31][C:17]=1[O:18][C:19]1[CH:30]=[CH:29][CH:28]=[CH:27][C:20]=1[O:21][CH2:22][C:23]([O:25][CH3:26])=[O:24].Cl, predict the reaction product. The product is: [Cl:15][C:16]1[CH:34]=[C:33]([F:35])[C:32]([N:36]2[C:4](=[O:6])[CH:3]=[C:2]([C:9]([F:10])([F:11])[F:12])[NH:1][C:37]2=[O:38])=[CH:31][C:17]=1[O:18][C:19]1[CH:30]=[CH:29][CH:28]=[CH:27][C:20]=1[O:21][CH2:22][C:23]([O:25][CH3:26])=[O:24].